From a dataset of Catalyst prediction with 721,799 reactions and 888 catalyst types from USPTO. Predict which catalyst facilitates the given reaction. (1) The catalyst class is: 5. Reactant: C[O:2][C:3](=[O:22])[C:4]1[CH:9]=[CH:8][C:7]([O:10][CH3:11])=[C:6]([NH:12][C:13]([NH:15][C:16]2[CH:21]=[N:20][CH:19]=[CH:18][N:17]=2)=[O:14])[CH:5]=1.[OH-].[Li+].Cl. Product: [CH3:11][O:10][C:7]1[CH:8]=[CH:9][C:4]([C:3]([OH:22])=[O:2])=[CH:5][C:6]=1[NH:12][C:13]([NH:15][C:16]1[CH:21]=[N:20][CH:19]=[CH:18][N:17]=1)=[O:14]. (2) Reactant: [CH:1]1([C:7]([C:9]2[CH:14]=[C:13]([O:15][Si](C(C)C)(C(C)C)C(C)C)[CH:12]=[C:11]([Cl:26])[C:10]=2[OH:27])=[O:8])[CH2:6][CH2:5][CH2:4][CH2:3][CH2:2]1.S(OC)(O[CH3:32])(=O)=O.[OH-].[Na+]. Product: [CH:1]1([C:7]([C:9]2[CH:14]=[C:13]([OH:15])[CH:12]=[C:11]([Cl:26])[C:10]=2[O:27][CH3:32])=[O:8])[CH2:2][CH2:3][CH2:4][CH2:5][CH2:6]1. The catalyst class is: 8. (3) Reactant: [CH3:13][C:12]([O:11][C:9](O[C:9]([O:11][C:12]([CH3:15])([CH3:14])[CH3:13])=[O:10])=[O:10])([CH3:15])[CH3:14].[Cl:16][C:17]1[CH:18]=[C:19]([NH2:24])[CH:20]=[N:21][C:22]=1[Cl:23]. Product: [Cl:16][C:17]1[CH:18]=[C:19]([NH:24][C:9](=[O:10])[O:11][C:12]([CH3:13])([CH3:14])[CH3:15])[CH:20]=[N:21][C:22]=1[Cl:23]. The catalyst class is: 258. (4) Reactant: [H-].[Na+].[CH2:3]([NH:6][C:7]1[CH:12]=[CH:11][C:10]([C:13]2[CH:18]=[CH:17][C:16]([NH:19][C:20]([C:22]3[CH:27]=[C:26]([N+:28]([O-:30])=[O:29])[CH:25]=[CH:24][C:23]=3[Cl:31])=[O:21])=[CH:15][CH:14]=2)=[CH:9][CH:8]=1)[CH2:4][CH3:5].[CH3:32]I.O. Product: [CH3:32][N:6]([C:7]1[CH:8]=[CH:9][C:10]([C:13]2[CH:14]=[CH:15][C:16]([NH:19][C:20]([C:22]3[CH:27]=[C:26]([N+:28]([O-:30])=[O:29])[CH:25]=[CH:24][C:23]=3[Cl:31])=[O:21])=[CH:17][CH:18]=2)=[CH:11][CH:12]=1)[CH2:3][CH2:4][CH3:5]. The catalyst class is: 3. (5) Reactant: [CH3:1][O:2][C:3]1[CH:4]=[C:5]([CH:19]=[CH:20][C:21]=1[O:22][CH2:23][C:24]1[CH:25]=[N:26][C:27]([O:30][CH3:31])=[CH:28][CH:29]=1)[CH2:6][N:7]1[C:11]2[CH:12]=[CH:13][C:14]([C:16](O)=[O:17])=[CH:15][C:10]=2[N:9]=[CH:8]1.[NH:32]([C:34]([CH:36]1[CH2:41][CH2:40][N:39]([C:42]([O:44][C:45]([CH3:48])([CH3:47])[CH3:46])=[O:43])[CH2:38][CH2:37]1)=[O:35])[NH2:33].F[P-](F)(F)(F)(F)F.CN(C(N(C)C)=[N+]1C2C(=NC=CC=2)[N+]([O-])=N1)C.C(NC(C)C)(C)C. Product: [CH3:1][O:2][C:3]1[CH:4]=[C:5]([CH:19]=[CH:20][C:21]=1[O:22][CH2:23][C:24]1[CH:25]=[N:26][C:27]([O:30][CH3:31])=[CH:28][CH:29]=1)[CH2:6][N:7]1[C:11]2[CH:12]=[CH:13][C:14]([C:16]([NH:33][NH:32][C:34]([CH:36]3[CH2:41][CH2:40][N:39]([C:42]([O:44][C:45]([CH3:48])([CH3:47])[CH3:46])=[O:43])[CH2:38][CH2:37]3)=[O:35])=[O:17])=[CH:15][C:10]=2[N:9]=[CH:8]1. The catalyst class is: 4. (6) Reactant: C[O:2][C:3]1[CH:8]=[CH:7][C:6]([C:9]2([C:14]([OH:16])=[O:15])[CH2:13][CH2:12][CH2:11][CH2:10]2)=[CH:5][CH:4]=1.OS(O)(=O)=O.B(Br)(Br)Br.[CH2:26](O)[CH3:27]. Product: [CH2:26]([O:16][C:14]([C:9]1([C:6]2[CH:7]=[CH:8][C:3]([OH:2])=[CH:4][CH:5]=2)[CH2:13][CH2:12][CH2:11][CH2:10]1)=[O:15])[CH3:27]. The catalyst class is: 2. (7) Reactant: I[C:2]1[CH:7]=[C:6]([C:8]([F:11])([F:10])[F:9])[CH:5]=[CH:4][C:3]=1[C:12]1[N:17]=[CH:16][N:15]=[C:14]([NH:18][C:19]2[CH:27]=[CH:26][CH:25]=[C:24]3[C:20]=2[CH2:21][CH:22]([OH:28])[CH2:23]3)[CH:13]=1.[F:29][C:30]1[CH:31]=[C:32](B(O)O)[CH:33]=[C:34]([F:37])[C:35]=1[F:36].C(=O)([O-])[O-].[Na+].[Na+]. Product: [F:29][C:30]1[CH:31]=[C:32]([C:2]2[CH:7]=[C:6]([C:8]([F:11])([F:10])[F:9])[CH:5]=[CH:4][C:3]=2[C:12]2[N:17]=[CH:16][N:15]=[C:14]([NH:18][C:19]3[CH:27]=[CH:26][CH:25]=[C:24]4[C:20]=3[CH2:21][CH:22]([OH:28])[CH2:23]4)[CH:13]=2)[CH:33]=[C:34]([F:37])[C:35]=1[F:36]. The catalyst class is: 70. (8) Reactant: [Br:1][CH2:2][CH2:3][CH2:4][O:5][C:6]1[CH:15]=[CH:14][C:9]([C:10]([O:12][CH3:13])=[O:11])=[CH:8][C:7]=1[O:16][CH3:17].[N:18]([O-:20])=[O:19].[Na+].C(O)(=O)C.[N+]([O-])(O)=O. Product: [CH3:17][O:16][C:7]1[C:6]([O:5][CH2:4][CH2:3][CH2:2][Br:1])=[CH:15][C:14]([N+:18]([O-:20])=[O:19])=[C:9]([CH:8]=1)[C:10]([O:12][CH3:13])=[O:11]. The catalyst class is: 6.